This data is from Forward reaction prediction with 1.9M reactions from USPTO patents (1976-2016). The task is: Predict the product of the given reaction. (1) The product is: [CH3:26][C:22]1[N:21]=[C:20]([C:18]([NH:17][C:13]2[CH:14]=[CH:15][CH:16]=[C:11]([O:10][C:7]3[CH:8]=[CH:9][C:4]4[N:5]([CH:27]=[C:2]([NH:1][C:28](=[O:31])[CH2:29][CH3:30])[N:3]=4)[CH:6]=3)[CH:12]=2)=[O:19])[CH:25]=[CH:24][CH:23]=1. Given the reactants [NH2:1][C:2]1[N:3]=[C:4]2[CH:9]=[CH:8][C:7]([O:10][C:11]3[CH:12]=[C:13]([NH:17][C:18]([C:20]4[CH:25]=[CH:24][CH:23]=[C:22]([CH3:26])[N:21]=4)=[O:19])[CH:14]=[CH:15][CH:16]=3)=[CH:6][N:5]2[CH:27]=1.[C:28](Cl)(=[O:31])[CH2:29][CH3:30], predict the reaction product. (2) Given the reactants [CH2:1]([O:8][C:9]1[CH:14]=[CH:13][C:12]([Br:15])=[CH:11][C:10]=1[C:16](=[O:18])[CH3:17])[C:2]1[CH:7]=[CH:6][CH:5]=[CH:4][CH:3]=1.[BH4-].[Na+], predict the reaction product. The product is: [CH2:1]([O:8][C:9]1[CH:14]=[CH:13][C:12]([Br:15])=[CH:11][C:10]=1[CH:16]([OH:18])[CH3:17])[C:2]1[CH:3]=[CH:4][CH:5]=[CH:6][CH:7]=1. (3) Given the reactants C[N:2](C)/[CH:3]=[CH:4]/[C:5]([C:7]1[C:12](=[O:13])[CH:11]=[CH:10][N:9]([C:14]2[CH:15]=[C:16]([CH:22]=[CH:23][CH:24]=2)[C:17]([N:19]([CH3:21])[CH3:20])=[O:18])[N:8]=1)=O.[F:26][C:27]1[CH:32]=[CH:31][CH:30]=[CH:29][C:28]=1[NH:33]N, predict the reaction product. The product is: [F:26][C:27]1[CH:32]=[CH:31][CH:30]=[CH:29][C:28]=1[N:33]1[C:5]([C:7]2[C:12](=[O:13])[CH:11]=[CH:10][N:9]([C:14]3[CH:15]=[C:16]([CH:22]=[CH:23][CH:24]=3)[C:17]([N:19]([CH3:21])[CH3:20])=[O:18])[N:8]=2)=[CH:4][CH:3]=[N:2]1.